This data is from Catalyst prediction with 721,799 reactions and 888 catalyst types from USPTO. The task is: Predict which catalyst facilitates the given reaction. (1) Reactant: [H-].[Na+].[Cl:3][C:4]1[CH:9]=[CH:8][N:7]=[C:6]2[NH:10][CH:11]=[C:12]([I:13])[C:5]=12.[C:14]1([CH3:24])[CH:19]=[CH:18][C:17]([S:20](Cl)(=[O:22])=[O:21])=[CH:16][CH:15]=1.C(=O)(O)[O-].[Na+]. Product: [Cl:3][C:4]1[CH:9]=[CH:8][N:7]=[C:6]2[N:10]([S:20]([C:17]3[CH:18]=[CH:19][C:14]([CH3:24])=[CH:15][CH:16]=3)(=[O:22])=[O:21])[CH:11]=[C:12]([I:13])[C:5]=12. The catalyst class is: 476. (2) Reactant: Cl[C:2]1[CH:3]=[C:4]([S:9]([NH:12][C:13]2[CH:14]=[N:15][CH:16]=[C:17]([Cl:20])[C:18]=2[OH:19])(=[O:11])=[O:10])[CH:5]=[C:6]([Cl:8])[CH:7]=1.Cl[C:22]1C=C(S(Cl)(=O)=O)C=CC=1C.ClC1C=C(S(Cl)(=O)=O)C=C(Cl)C=1. Product: [Cl:8][C:6]1[CH:5]=[C:4]([S:9]([NH:12][C:13]2[CH:14]=[N:15][CH:16]=[C:17]([Cl:20])[C:18]=2[OH:19])(=[O:11])=[O:10])[CH:3]=[CH:2][C:7]=1[CH3:22]. The catalyst class is: 142. (3) Product: [CH3:16][C:8]1([CH3:15])[C:9]2[C:10](=[N:11][CH:12]=[CH:13][N:14]=2)[N:6]([C@@H:4]2[CH2:5][C@H:2]([NH:1][C:27]([C:19]3[NH:18][C:22]4[CH:23]=[CH:24][CH:25]=[CH:26][C:21]=4[N:20]=3)=[O:28])[CH2:3]2)[C:7]1=[O:17]. Reactant: [NH2:1][C@@H:2]1[CH2:5][C@H:4]([N:6]2[C:10]3=[N:11][CH:12]=[CH:13][N:14]=[C:9]3[C:8]([CH3:16])([CH3:15])[C:7]2=[O:17])[CH2:3]1.[NH:18]1[C:22]2[CH:23]=[CH:24][CH:25]=[CH:26][C:21]=2[N:20]=[C:19]1[C:27](O)=[O:28].CN(C(ON1N=NC2C=CC=NC1=2)=[N+](C)C)C.F[P-](F)(F)(F)(F)F.C(N(CC)CC)C. The catalyst class is: 2. (4) Reactant: C([N:8]1[CH2:13][CH2:12][CH:11]([C:14]([O:16][CH3:17])=[O:15])[CH:10]([OH:18])[CH2:9]1)C1C=CC=CC=1. Product: [OH:18][CH:10]1[CH:11]([C:14]([O:16][CH3:17])=[O:15])[CH2:12][CH2:13][NH:8][CH2:9]1. The catalyst class is: 19. (5) Reactant: [CH3:1][C:2]1[O:3][C:4]([C:7]2[CH:12]=[CH:11][C:10]([N+:13]([O-])=O)=[CH:9][CH:8]=2)=[N:5][N:6]=1.C(O)C. Product: [CH3:1][C:2]1[O:3][C:4]([C:7]2[CH:12]=[CH:11][C:10]([NH2:13])=[CH:9][CH:8]=2)=[N:5][N:6]=1. The catalyst class is: 153. (6) Reactant: [OH:1][C:2]1[CH:9]=[CH:8][C:5]([C:6]#[N:7])=[CH:4][C:3]=1[C:10]#[C:11][CH3:12].CCCC[N+](CCCC)(CCCC)CCCC.[F-]. Product: [CH3:12][C:11]1[O:1][C:2]2[CH:9]=[CH:8][C:5]([C:6]#[N:7])=[CH:4][C:3]=2[CH:10]=1. The catalyst class is: 523. (7) Reactant: [NH2:1][C:2]1[C:14]2[CH2:13][C:12]3[C:7](=[CH:8][CH:9]=[CH:10][CH:11]=3)[C:6]=2[CH:5]=[CH:4][CH:3]=1.[CH3:15][N:16]([CH3:30])[C:17]1([C:24]2[CH:29]=[CH:28][CH:27]=[CH:26][CH:25]=2)[CH2:22][CH2:21][C:20](=O)[CH2:19][CH2:18]1.C(O)(=O)C. Product: [C:2]1([NH:1][CH:20]2[CH2:19][CH2:18][C:17]([C:24]3[CH:25]=[CH:26][CH:27]=[CH:28][CH:29]=3)([N:16]([CH3:30])[CH3:15])[CH2:22][CH2:21]2)[C:14]2[CH2:13][C:12]3[C:7](=[CH:8][CH:9]=[CH:10][CH:11]=3)[C:6]=2[CH:5]=[CH:4][CH:3]=1. The catalyst class is: 26.